This data is from Full USPTO retrosynthesis dataset with 1.9M reactions from patents (1976-2016). The task is: Predict the reactants needed to synthesize the given product. (1) Given the product [CH3:1][O:2][C:3]1[CH:11]=[C:10]([CH3:12])[CH:9]=[CH:8][C:4]=1[CH2:5][NH2:7], predict the reactants needed to synthesize it. The reactants are: [CH3:1][O:2][C:3]1[CH:11]=[C:10]([CH3:12])[CH:9]=[CH:8][C:4]=1[C:5]([NH2:7])=O.B.O1CCCC1.Cl.O. (2) Given the product [Br:1][CH2:2][C:3]([N:35]1[CH2:34][CH2:33][C:32]2[C:37](=[CH:38][CH:39]=[C:30]([C:27]3[N:26]=[C:25]([C:22]4[CH:23]=[CH:24][C:17]([O:16][CH:14]([CH3:15])[CH3:13])=[C:18]([CH:21]=4)[C:19]#[N:20])[O:29][N:28]=3)[C:31]=2[CH3:40])[CH2:36]1)=[O:4], predict the reactants needed to synthesize it. The reactants are: [Br:1][CH2:2][C:3](Br)=[O:4].FC(F)(F)C(O)=O.[CH3:13][CH:14]([O:16][C:17]1[CH:24]=[CH:23][C:22]([C:25]2[O:29][N:28]=[C:27]([C:30]3[C:31]([CH3:40])=[C:32]4[C:37](=[CH:38][CH:39]=3)[CH2:36][NH:35][CH2:34][CH2:33]4)[N:26]=2)=[CH:21][C:18]=1[C:19]#[N:20])[CH3:15].CCN(C(C)C)C(C)C. (3) Given the product [CH2:23]([C:25]1[CH:32]=[CH:31][CH:30]=[CH:29][C:26]=1[CH2:27][NH:28][CH2:6][CH2:7][N:8]1[CH:12]=[C:11]([C:13]2[CH:18]=[C:17]([C:19]([OH:21])=[O:20])[CH:16]=[CH:15][N:14]=2)[N:10]=[CH:9]1)[CH3:24], predict the reactants needed to synthesize it. The reactants are: CS(O[CH2:6][CH2:7][N:8]1[CH:12]=[C:11]([C:13]2[CH:18]=[C:17]([C:19]([O:21]C)=[O:20])[CH:16]=[CH:15][N:14]=2)[N:10]=[CH:9]1)(=O)=O.[CH2:23]([C:25]1[CH:32]=[CH:31][CH:30]=[CH:29][C:26]=1[CH2:27][NH2:28])[CH3:24].